The task is: Predict the reaction yield, written as a fraction of the theoretical maximum amount of product (1.0 means a 100% yield; for example, 0.34 means a 34% yield).. This data is from Reaction yield outcomes from USPTO patents with 853,638 reactions. (1) The reactants are [Br:1][C:2]1[C:23]([O:24][CH3:25])=[CH:22][C:5]2[N:6]([CH2:9][C:10]3[CH:21]=[CH:20][C:13]4[N:14]=[C:15](S(C)=O)[S:16][C:12]=4[CH:11]=3)[CH:7]=[N:8][C:4]=2[CH:3]=1.[NH2:26][C@@H:27]1[CH2:32][CH2:31][CH2:30][CH2:29][C@H:28]1[OH:33].CCN(C(C)C)C(C)C.O. The catalyst is CC(N(C)C)=O. The product is [Br:1][C:2]1[C:23]([O:24][CH3:25])=[CH:22][C:5]2[N:6]([CH2:9][C:10]3[CH:21]=[CH:20][C:13]4[N:14]=[C:15]([NH:26][C@@H:27]5[CH2:32][CH2:31][CH2:30][CH2:29][C@H:28]5[OH:33])[S:16][C:12]=4[CH:11]=3)[CH:7]=[N:8][C:4]=2[CH:3]=1. The yield is 0.800. (2) The reactants are [Br:1][C:2]1[CH:7]=[CH:6][C:5](I)=[CH:4][CH:3]=1.C[Si](C)(C)[C:11]#[C:12][CH3:13].C(N(CC)CC)C.[F-].F[N+](F)(F)F.O1CCCC1. The catalyst is [Cu]I.C1C=CC([P]([Pd]([P](C2C=CC=CC=2)(C2C=CC=CC=2)C2C=CC=CC=2)([P](C2C=CC=CC=2)(C2C=CC=CC=2)C2C=CC=CC=2)[P](C2C=CC=CC=2)(C2C=CC=CC=2)C2C=CC=CC=2)(C2C=CC=CC=2)C2C=CC=CC=2)=CC=1. The product is [Br:1][C:2]1[CH:7]=[CH:6][C:5]([C:11]#[C:12][CH3:13])=[CH:4][CH:3]=1. The yield is 0.840. (3) The reactants are [NH2:1][C:2]1[C:3]([CH3:13])=[C:4]([CH:9]=[C:10]([Br:12])[CH:11]=1)[C:5]([O:7][CH3:8])=[O:6].[C:14]([OH:17])(=O)[CH3:15].C(O[BH-](O[C:28](=O)[CH3:29])OC(=O)C)(=O)C.[Na+].[C:32](=O)(O)[O-].[Na+]. The catalyst is ClC(Cl)C. The product is [Br:12][C:10]1[CH:11]=[C:2]([NH:1][CH:32]2[CH2:15][CH2:14][O:17][CH2:29][CH2:28]2)[C:3]([CH3:13])=[C:4]([CH:9]=1)[C:5]([O:7][CH3:8])=[O:6]. The yield is 0.690. (4) The reactants are [C:1]([O:5][C@@H:6]([C:12]1[C:13]([CH3:34])=[N:14][C:15]([CH3:33])=[C:16]([C:26]2[CH:31]=[CH:30][C:29](O)=[CH:28][CH:27]=2)[C:17]=1[N:18]1[CH2:23][CH2:22][C:21]([CH3:25])([CH3:24])[CH2:20][CH2:19]1)[C:7]([O:9]CC)=[O:8])([CH3:4])([CH3:3])[CH3:2].[CH:35]1[C:44]2[C:39](=[CH:40][CH:41]=[CH:42][CH:43]=2)[CH:38]=[CH:37][C:36]=1[CH2:45][CH2:46][OH:47].C1C=CC(P(C2C=CC=CC=2)C2C=CC=CC=2)=CC=1.CCOC(/N=N/C(OCC)=O)=O.[OH-].[Na+]. The catalyst is C1COCC1.CO. The product is [C:1]([O:5][C@@H:6]([C:12]1[C:13]([CH3:34])=[N:14][C:15]([CH3:33])=[C:16]([C:26]2[CH:27]=[CH:28][C:29]([O:47][CH2:46][CH2:45][C:36]3[CH:37]=[CH:38][C:39]4[C:44](=[CH:43][CH:42]=[CH:41][CH:40]=4)[CH:35]=3)=[CH:30][CH:31]=2)[C:17]=1[N:18]1[CH2:19][CH2:20][C:21]([CH3:25])([CH3:24])[CH2:22][CH2:23]1)[C:7]([OH:9])=[O:8])([CH3:4])([CH3:2])[CH3:3]. The yield is 0.106. (5) The reactants are [F:1][C:2]1[CH:10]=[CH:9][CH:8]=[C:7]([F:11])[C:3]=1[C:4](O)=[O:5].[C:12](N1C=CN=C1)([N:14]1C=CN=C1)=O.Cl.CN.C(N(C(C)C)CC)(C)C. No catalyst specified. The product is [F:1][C:2]1[CH:10]=[CH:9][CH:8]=[C:7]([F:11])[C:3]=1[C:4]([NH:14][CH3:12])=[O:5]. The yield is 1.00. (6) The reactants are [Si:1]([O:18][CH2:19][CH2:20][O:21][C:22]1[CH:27]=[CH:26][C:25](/[CH:28]=[CH:29]/[C:30](O)=[O:31])=[C:24]([O:33][C:34]2[C:39]([Cl:40])=[CH:38][C:37]([C:41]([F:44])([F:43])[F:42])=[CH:36][N:35]=2)[CH:23]=1)([C:14]([CH3:17])([CH3:16])[CH3:15])([C:8]1[CH:13]=[CH:12][CH:11]=[CH:10][CH:9]=1)[C:2]1[CH:7]=[CH:6][CH:5]=[CH:4][CH:3]=1.Cl.C(N=C=NCCCN(C)C)C.[CH2:57]([S:62]([NH2:65])(=[O:64])=[O:63])[CH2:58][CH2:59][CH2:60][CH3:61].Cl. The catalyst is C(#N)C.CN(C)C1C=CN=CC=1.C(OCC)(=O)C. The product is [Si:1]([O:18][CH2:19][CH2:20][O:21][C:22]1[CH:27]=[CH:26][C:25](/[CH:28]=[CH:29]/[C:30]([NH:65][S:62]([CH2:57][CH2:58][CH2:59][CH2:60][CH3:61])(=[O:64])=[O:63])=[O:31])=[C:24]([O:33][C:34]2[C:39]([Cl:40])=[CH:38][C:37]([C:41]([F:42])([F:43])[F:44])=[CH:36][N:35]=2)[CH:23]=1)([C:14]([CH3:17])([CH3:16])[CH3:15])([C:8]1[CH:9]=[CH:10][CH:11]=[CH:12][CH:13]=1)[C:2]1[CH:7]=[CH:6][CH:5]=[CH:4][CH:3]=1. The yield is 0.540. (7) The reactants are [CH2:1]1[CH:10]2[N:5]([CH2:6][CH2:7][CH2:8][CH2:9]2)[CH2:4][CH:3]([C:11](OCC)=[O:12])[CH2:2]1.[H-].[Al+3].[Li+].[H-].[H-].[H-].C(OCC)(=O)C.[OH-].[Na+]. The catalyst is O1CCCC1.O. The product is [CH2:1]1[CH:10]2[N:5]([CH2:6][CH2:7][CH2:8][CH2:9]2)[CH2:4][CH:3]([CH2:11][OH:12])[CH2:2]1. The yield is 0.880.